This data is from Forward reaction prediction with 1.9M reactions from USPTO patents (1976-2016). The task is: Predict the product of the given reaction. (1) Given the reactants [ClH:1].C(N)C.CN(C)C=[O:8].C([N:12]([CH2:15][CH3:16])[CH2:13][CH3:14])C.[ClH:17].[CH3:18][N:19](C)[CH2:20][CH2:21][CH2:22]N=C=NCC, predict the reaction product. The product is: [Cl:1][C:21]1[C:20]([Cl:17])=[N:19][CH:18]=[C:16]([CH:22]=1)[C:15]([NH:12][CH2:13][CH3:14])=[O:8]. (2) The product is: [CH3:31][N:32]1[CH2:37][CH2:36][N:35]([C:2]2[CH:7]=[C:6]([CH2:8][N:9]3[C:13]([CH3:14])=[N:12][C:11]([C:15]4[O:16][C:17]([C:20]5[CH:21]=[CH:22][C:23]([O:26][C:27]([F:30])([F:28])[F:29])=[CH:24][CH:25]=5)=[CH:18][N:19]=4)=[N:10]3)[CH:5]=[CH:4][N:3]=2)[CH2:34][CH2:33]1. Given the reactants Cl[C:2]1[CH:7]=[C:6]([CH2:8][N:9]2[C:13]([CH3:14])=[N:12][C:11]([C:15]3[O:16][C:17]([C:20]4[CH:25]=[CH:24][C:23]([O:26][C:27]([F:30])([F:29])[F:28])=[CH:22][CH:21]=4)=[CH:18][N:19]=3)=[N:10]2)[CH:5]=[CH:4][N:3]=1.[CH3:31][N:32]1[CH2:37][CH2:36][NH:35][CH2:34][CH2:33]1, predict the reaction product. (3) The product is: [CH3:1][C:2]1[CH:7]=[CH:6][C:5]([S:8]([O:12][CH:13]2[CH2:14][CH2:15][N:16]([C:19]([O:21][C:22]([CH3:25])([CH3:24])[CH3:23])=[O:20])[CH2:17][CH2:18]2)(=[O:10])=[O:9])=[CH:4][CH:3]=1. Given the reactants [CH3:1][C:2]1[CH:7]=[CH:6][C:5]([S:8](Cl)(=[O:10])=[O:9])=[CH:4][CH:3]=1.[OH:12][CH:13]1[CH2:18][CH2:17][N:16]([C:19]([O:21][C:22]([CH3:25])([CH3:24])[CH3:23])=[O:20])[CH2:15][CH2:14]1, predict the reaction product.